This data is from Forward reaction prediction with 1.9M reactions from USPTO patents (1976-2016). The task is: Predict the product of the given reaction. (1) Given the reactants [F:1][C:2]1[CH:7]=[CH:6][C:5]([F:8])=[CH:4][C:3]=1[C:9]12[O:19][CH:18]1[CH2:17][C:12]1([O:16][CH2:15][CH2:14][O:13]1)[CH2:11][CH2:10]2, predict the reaction product. The product is: [F:1][C:2]1[CH:7]=[CH:6][C:5]([F:8])=[CH:4][C:3]=1[CH:9]1[CH2:10][CH2:11][C:12]2([O:13][CH2:14][CH2:15][O:16]2)[CH2:17][CH:18]1[OH:19]. (2) The product is: [Cl:24][C:25]1[CH:30]=[C:29]([C:31]([F:33])([F:32])[F:34])[CH:28]=[CH:27][C:26]=1[S:35]([NH:1][C:2]1[CH:7]=[N:6][CH:5]=[C:4]([C:8]2[S:12][C:11]([C:13]3[CH:14]=[C:15]4[C:19](=[CH:20][CH:21]=3)[C:18](=[O:22])[N:17]([CH3:23])[CH2:16]4)=[CH:10][CH:9]=2)[CH:3]=1)(=[O:37])=[O:36]. Given the reactants [NH2:1][C:2]1[CH:3]=[C:4]([C:8]2[S:12][C:11]([C:13]3[CH:14]=[C:15]4[C:19](=[CH:20][CH:21]=3)[C:18](=[O:22])[N:17]([CH3:23])[CH2:16]4)=[CH:10][CH:9]=2)[CH:5]=[N:6][CH:7]=1.[Cl:24][C:25]1[CH:30]=[C:29]([C:31]([F:34])([F:33])[F:32])[CH:28]=[CH:27][C:26]=1[S:35](Cl)(=[O:37])=[O:36], predict the reaction product. (3) Given the reactants [Br:1][C:2]1[CH:7]=[CH:6][C:5]([CH:8]([CH3:13])[CH2:9][C:10]([NH2:12])=O)=[CH:4][CH:3]=1.[H-].[Al+3].[Li+].[H-].[H-].[H-].[OH-].[Na+], predict the reaction product. The product is: [Br:1][C:2]1[CH:3]=[CH:4][C:5]([CH:8]([CH3:13])[CH2:9][CH2:10][NH2:12])=[CH:6][CH:7]=1. (4) Given the reactants [F:1][C:2]1[CH:9]=[CH:8][CH:7]=[CH:6][C:3]=1[CH2:4]Br.[Mg].[CH:11]1([C:14]#N)C[CH2:12]1.[CH2:16]([O:18]CC)C, predict the reaction product. The product is: [F:1][C:2]1[CH:9]=[CH:8][CH:7]=[CH:6][C:3]=1[CH2:4][C:16]([CH:11]1[CH2:14][CH2:12]1)=[O:18]. (5) Given the reactants Cl.Cl.[I:3][C:4]1[C:12]2[C:7](=[N:8][CH:9]=[N:10][C:11]=2[NH2:13])[N:6]([CH:14]2[CH2:19][CH2:18][NH:17][CH2:16][CH2:15]2)[N:5]=1.C(=O)(O)[O-].[Na+].[CH2:25]([O:32][C:33](Cl)=[O:34])[C:26]1[CH:31]=[CH:30][CH:29]=[CH:28][CH:27]=1, predict the reaction product. The product is: [NH2:13][C:11]1[N:10]=[CH:9][N:8]=[C:7]2[N:6]([CH:14]3[CH2:19][CH2:18][N:17]([C:33]([O:32][CH2:25][C:26]4[CH:31]=[CH:30][CH:29]=[CH:28][CH:27]=4)=[O:34])[CH2:16][CH2:15]3)[N:5]=[C:4]([I:3])[C:12]=12. (6) Given the reactants [Cl:1][C:2]1[CH:3]=[C:4]([C:8]2[CH:13]=[CH:12][C:11]([CH2:14][C@@H:15]([NH:22][C:23]([C:25]3[S:29][C:28]([O:30]C)=[N:27][CH:26]=3)=[O:24])[CH2:16][C:17]([O:19][CH2:20][CH3:21])=[O:18])=[CH:10][CH:9]=2)[CH:5]=[CH:6][CH:7]=1.Cl, predict the reaction product. The product is: [Cl:1][C:2]1[CH:3]=[C:4]([C:8]2[CH:9]=[CH:10][C:11]([CH2:14][C@@H:15]([NH:22][C:23]([C:25]3[S:29][C:28](=[O:30])[NH:27][CH:26]=3)=[O:24])[CH2:16][C:17]([O:19][CH2:20][CH3:21])=[O:18])=[CH:12][CH:13]=2)[CH:5]=[CH:6][CH:7]=1.